This data is from Catalyst prediction with 721,799 reactions and 888 catalyst types from USPTO. The task is: Predict which catalyst facilitates the given reaction. Reactant: [F:1][C:2]([F:50])([F:49])[C:3]1[CH:4]=[C:5]([C@H:13]2[O:17][C:16](=[O:18])[N:15]([CH2:19][C:20]3[CH:25]=[C:24]([C:26]([F:29])([F:28])[F:27])[CH:23]=[CH:22][C:21]=3[C:30]3[CH:31]=[C:32]([C:38]4[CH:43]=[CH:42][C:41]([C:44]([OH:46])=[O:45])=[CH:40][C:39]=4[CH3:47])[CH:33]=[CH:34][C:35]=3[O:36][CH3:37])[C@H:14]2[CH3:48])[CH:6]=[C:7]([C:9]([F:12])([F:11])[F:10])[CH:8]=1.O[CH2:52][C:53]([O:55][CH3:56])=[O:54].Cl.CN(C)CCCN=C=NCC.C(N(CC)CC)C. Product: [F:12][C:9]([F:11])([F:10])[C:7]1[CH:6]=[C:5]([C@H:13]2[O:17][C:16](=[O:18])[N:15]([CH2:19][C:20]3[CH:25]=[C:24]([C:26]([F:29])([F:28])[F:27])[CH:23]=[CH:22][C:21]=3[C:30]3[CH:31]=[C:32]([C:38]4[CH:43]=[CH:42][C:41]([C:44]([O:46][CH2:52][C:53]([O:55][CH3:56])=[O:54])=[O:45])=[CH:40][C:39]=4[CH3:47])[CH:33]=[CH:34][C:35]=3[O:36][CH3:37])[C@H:14]2[CH3:48])[CH:4]=[C:3]([C:2]([F:1])([F:49])[F:50])[CH:8]=1. The catalyst class is: 2.